Dataset: Full USPTO retrosynthesis dataset with 1.9M reactions from patents (1976-2016). Task: Predict the reactants needed to synthesize the given product. (1) Given the product [CH3:14][O:13][C:8]1[CH:9]=[C:10]2[C:5](=[CH:6][CH:7]=1)[CH:4]=[C:3]([CH2:2][C:15]#[N:16])[CH:12]=[CH:11]2, predict the reactants needed to synthesize it. The reactants are: Br[CH2:2][C:3]1[CH:4]=[C:5]2[C:10](=[CH:11][CH:12]=1)[CH:9]=[C:8]([O:13][CH3:14])[CH:7]=[CH:6]2.[C-:15]#[N:16].[Na+]. (2) Given the product [CH2:1]([O:3][C:4](=[O:38])[CH:5]([CH2:9][C:10]1[C:18]2[C:13](=[CH:14][N:15]=[C:16]([C:19]3[C:24]([CH2:25][CH3:26])=[CH:23][CH:22]=[CH:21][C:20]=3[CH2:27][CH3:28])[CH:17]=2)[N:12]([C:29]2[CH:34]=[CH:33][C:32]([CH:35]([CH3:36])[CH3:37])=[CH:31][CH:30]=2)[CH:11]=1)[CH2:6][CH2:7][CH3:8])[CH3:2], predict the reactants needed to synthesize it. The reactants are: [CH2:1]([O:3][C:4](=[O:38])/[C:5](=[CH:9]/[C:10]1[C:18]2[C:13](=[CH:14][N:15]=[C:16]([C:19]3[C:24]([CH2:25][CH3:26])=[CH:23][CH:22]=[CH:21][C:20]=3[CH2:27][CH3:28])[CH:17]=2)[N:12]([C:29]2[CH:34]=[CH:33][C:32]([CH:35]([CH3:37])[CH3:36])=[CH:31][CH:30]=2)[CH:11]=1)/[CH2:6][CH2:7][CH3:8])[CH3:2]. (3) Given the product [CH:15]1([S:21][C:4]2[CH:5]=[C:6]3[C:10](=[CH:11][CH:12]=2)[C:9](=[O:13])[NH:8][C:7]3=[O:14])[CH2:20][CH2:19][CH2:18][CH2:17][CH2:16]1, predict the reactants needed to synthesize it. The reactants are: [N+]([C:4]1[CH:5]=[C:6]2[C:10](=[CH:11][CH:12]=1)[C:9](=[O:13])[NH:8][C:7]2=[O:14])([O-])=O.[CH:15]1([SH:21])[CH2:20][CH2:19][CH2:18][CH2:17][CH2:16]1.C(=O)([O-])[O-].[K+].[K+].Cl. (4) Given the product [F:18][C:17]([F:20])([F:19])[C:12]1[CH:13]=[CH:14][CH:15]=[CH:16][C:11]=1[C:9]1[CH:10]=[C:6]2[N:5]=[CH:4][CH:3]=[C:2]([C:21]([O:34][CH3:33])=[O:22])[N:7]2[N:8]=1, predict the reactants needed to synthesize it. The reactants are: Cl[C:2]1[N:7]2[N:8]=[C:9]([C:11]3[CH:16]=[CH:15][CH:14]=[CH:13][C:12]=3[C:17]([F:20])([F:19])[F:18])[CH:10]=[C:6]2[N:5]=[CH:4][CH:3]=1.[CH3:21][OH:22].C(N(CC)CC)C.CN([CH:33]=[O:34])C. (5) Given the product [F:1][C:2]1[CH:7]=[CH:6][C:5]([C:8]2[C:17]([N:18]([CH3:26])[CH2:19][C:20]3[CH:25]=[CH:24][CH:23]=[CH:22][N:21]=3)=[N:16][C:15]3[C:10](=[CH:11][CH:12]=[C:13]([C:27]([OH:29])=[O:28])[CH:14]=3)[N:9]=2)=[CH:4][CH:3]=1, predict the reactants needed to synthesize it. The reactants are: [F:1][C:2]1[CH:7]=[CH:6][C:5]([C:8]2[C:17]([N:18]([CH3:26])[CH2:19][C:20]3[CH:25]=[CH:24][CH:23]=[CH:22][N:21]=3)=[N:16][C:15]3[C:10](=[CH:11][CH:12]=[C:13]([C:27]([O:29]C)=[O:28])[CH:14]=3)[N:9]=2)=[CH:4][CH:3]=1.[OH-].[Na+]. (6) Given the product [CH3:14][O:13][C:10]1[CH:11]=[CH:12][C:7]([C:17]2([N:16]([CH3:29])[CH3:15])[CH2:26][CH2:25][C:20]3([O:24][CH2:23][CH2:22][O:21]3)[CH2:19][CH2:18]2)=[CH:8][CH:9]=1, predict the reactants needed to synthesize it. The reactants are: CCOCC.Br[C:7]1[CH:12]=[CH:11][C:10]([O:13][CH3:14])=[CH:9][CH:8]=1.[CH3:15][N:16]([CH3:29])[C:17]1(C#N)[CH2:26][CH2:25][C:20]2([O:24][CH2:23][CH2:22][O:21]2)[CH2:19][CH2:18]1. (7) Given the product [Cl:1][C:2]1[CH:7]=[CH:6][C:5]([NH2:8])=[C:4]([N:11]2[CH:15]=[C:14]([CH3:16])[N:13]=[C:12]2[CH:17]2[CH2:18][CH2:19][CH2:20][CH2:21][CH2:22]2)[CH:3]=1, predict the reactants needed to synthesize it. The reactants are: [Cl:1][C:2]1[CH:7]=[CH:6][C:5]([N+:8]([O-])=O)=[C:4]([N:11]2[CH:15]=[C:14]([CH3:16])[N:13]=[C:12]2[CH:17]2[CH2:22][CH2:21][CH2:20][CH2:19][CH2:18]2)[CH:3]=1.[H][H]. (8) Given the product [CH3:14][N:6]1[C:7]2[C:3](=[C:2]([CH3:1])[CH:10]=[CH:9][CH:8]=2)[CH:4]=[CH:5]1, predict the reactants needed to synthesize it. The reactants are: [CH3:1][C:2]1[CH:10]=[CH:9][CH:8]=[C:7]2[C:3]=1[CH:4]=[CH:5][NH:6]2.[H-].[Na+].I[CH3:14]. (9) Given the product [Cl:15][C:13]1[C:12]2[N:11]([CH2:26][CH2:27][CH2:28][CH2:29][CH2:30][CH2:31][C:32]([O:34][CH2:35][CH3:36])=[O:33])[C:10]3[CH2:9][C:8]([CH3:16])([CH3:17])[CH2:7][C:6](=[O:18])[C:5]=3[C:4]=2[CH:3]=[C:2]([Cl:1])[CH:14]=1, predict the reactants needed to synthesize it. The reactants are: [Cl:1][C:2]1[CH:3]=[C:4]2[C:12](=[C:13]([Cl:15])[CH:14]=1)[NH:11][C:10]1[CH2:9][C:8]([CH3:17])([CH3:16])[CH2:7][C:6](=[O:18])[C:5]2=1.CC([O-])(C)C.[K+].Br[CH2:26][CH2:27][CH2:28][CH2:29][CH2:30][CH2:31][C:32]([O:34][CH2:35][CH3:36])=[O:33]. (10) Given the product [F:1][C:2]1[N:7]=[C:6]([NH:10][NH:9][C:53](=[O:55])[CH:52]([C:56]2[CH:61]=[CH:60][CH:59]=[CH:58][CH:57]=2)[CH2:51][NH:50][C:48](=[O:49])[O:47][C:43]([CH3:44])([CH3:45])[CH3:46])[CH:5]=[C:4]([C:21]2[CH:26]=[CH:25][N:24]=[C:23]([NH:27][C:28]3[N:32]([CH3:33])[N:31]=[CH:30][CH:29]=3)[CH:34]=2)[CH:3]=1, predict the reactants needed to synthesize it. The reactants are: [F:1][C:2]1[N:7]2C(C(CC3C=CC=CC=3)CO)=[N:9][N:10]=[C:6]2[CH:5]=[C:4]([C:21]2[CH:26]=[CH:25][N:24]=[C:23]([NH:27][C:28]3[N:32]([CH3:33])[N:31]=[CH:30][CH:29]=3)N=2)[CH:3]=1.[CH3:34]CN(C(C)C)C(C)C.[C:43]([O:47][C:48]([NH:50][CH2:51][CH:52]([C:56]1[CH:61]=[CH:60][CH:59]=[CH:58][CH:57]=1)[C:53]([OH:55])=O)=[O:49])([CH3:46])([CH3:45])[CH3:44].CN(C(ON1N=NC2C=CC=NC1=2)=[N+](C)C)C.F[P-](F)(F)(F)(F)F.